From a dataset of Reaction yield outcomes from USPTO patents with 853,638 reactions. Predict the reaction yield, written as a fraction of the theoretical maximum amount of product (1.0 means a 100% yield; for example, 0.34 means a 34% yield). (1) The reactants are [NH2:1][C:2]1[CH:7]=[CH:6][C:5]([O:8][CH3:9])=[CH:4][C:3]=1[C:10]([F:13])([F:12])[F:11].[O-]P([O-])([O-])=O.[K+].[K+].[K+].CC(C1C=C(C(C)C)C(C2C=CC=CC=2P(C2CCCCC2)C2CCCCC2)=C(C(C)C)C=1)C.Br[C:57]1[CH:64]=[CH:63][C:60]([C:61]#[N:62])=[C:59]([F:65])[CH:58]=1. The catalyst is C1(C)C=CC=CC=1. The product is [F:65][C:59]1[CH:58]=[C:57]([NH:1][C:2]2[CH:7]=[CH:6][C:5]([O:8][CH3:9])=[CH:4][C:3]=2[C:10]([F:11])([F:12])[F:13])[CH:64]=[CH:63][C:60]=1[C:61]#[N:62]. The yield is 0.870. (2) The reactants are C(OC([N:8]1[CH2:13][CH2:12][C:11](=[CH:14][C:15]2[CH:20]=[CH:19][C:18]([O:21][CH2:22][C:23]3[CH:28]=[CH:27][CH:26]=[CH:25][CH:24]=3)=[CH:17][CH:16]=2)[CH2:10][CH2:9]1)=O)(C)(C)C.Cl. The catalyst is C(O)C. The product is [CH2:22]([O:21][C:18]1[CH:19]=[CH:20][C:15]([CH:14]=[C:11]2[CH2:12][CH2:13][NH:8][CH2:9][CH2:10]2)=[CH:16][CH:17]=1)[C:23]1[CH:24]=[CH:25][CH:26]=[CH:27][CH:28]=1. The yield is 0.830. (3) The reactants are [CH3:1][CH:2]([CH3:36])[CH2:3][CH:4]([C:21]1[CH:26]=[CH:25][C:24]([N:27]2[CH:31]=[C:30]([C:32]([F:35])([F:34])[F:33])[N:29]=[CH:28]2)=[CH:23][CH:22]=1)[O:5][C:6]1[CH:20]=[CH:19][C:9]([C:10]([NH:12][CH2:13][CH2:14][C:15]([O:17]C)=[O:16])=[O:11])=[CH:8][CH:7]=1.[OH-].[Li+]. The catalyst is CO. The product is [CH3:1][CH:2]([CH3:36])[CH2:3][CH:4]([C:21]1[CH:26]=[CH:25][C:24]([N:27]2[CH:31]=[C:30]([C:32]([F:34])([F:33])[F:35])[N:29]=[CH:28]2)=[CH:23][CH:22]=1)[O:5][C:6]1[CH:7]=[CH:8][C:9]([C:10]([NH:12][CH2:13][CH2:14][C:15]([OH:17])=[O:16])=[O:11])=[CH:19][CH:20]=1. The yield is 0.780. (4) The reactants are [CH2:1]([CH:4]1[CH2:9][CH2:8][CH:7]([CH:10]2[CH2:15][CH2:14][CH:13]([CH2:16][CH2:17][CH2:18][CH2:19][CH3:20])[CH2:12][CH2:11]2)[O:6][CH:5]1O)[CH2:2][CH3:3].C(=O)(O)[O-].[Na+]. The catalyst is C1(C)C=CC=CC=1. The product is [CH2:1]([C:4]1[CH2:9][CH2:8][CH:7]([CH:10]2[CH2:11][CH2:12][CH:13]([CH2:16][CH2:17][CH2:18][CH2:19][CH3:20])[CH2:14][CH2:15]2)[O:6][CH:5]=1)[CH2:2][CH3:3]. The yield is 0.635. (5) The reactants are [C:1]([O:4][C:5]1[CH:13]=[CH:12][CH:11]=[CH:10][C:6]=1C(O)=O)(=[O:3])[CH3:2].C(Cl)(=O)C(Cl)=O.[CH3:20][N:21]([CH:23]=[O:24])C.NC1[S:30][C:29]([NH:31][C:32]2[CH:37]=[CH:36][C:35]([O:38][CH3:39])=[CH:34][CH:33]=2)=[N:28][C:27]=1[C:40]([NH2:42])=[O:41]. The catalyst is C(Cl)Cl.N1C=CC=CC=1. The product is [C:1]([O:4][C:5]1[CH:6]=[CH:10][C:11]([C:23](=[O:24])[NH:21][C:20]2[S:30][C:29]([NH:31][C:32]3[CH:33]=[CH:34][C:35]([O:38][CH3:39])=[CH:36][CH:37]=3)=[N:28][C:27]=2[C:40](=[O:41])[NH2:42])=[CH:12][CH:13]=1)(=[O:3])[CH3:2]. The yield is 0.680. (6) The reactants are CCN(C(C)C)[CH:4]([CH3:6])[CH3:5].[ClH:10].[NH2:11][CH2:12][C@@H:13]1[CH2:17][CH2:16][N:15]([C:18]2[C:23]([Br:24])=[CH:22][N:21]=[C:20]3[NH:25][CH:26]=[C:27]([NH:28][C:29](=[O:36])[C:30]4[CH:35]=[CH:34][CH:33]=[N:32][CH:31]=4)[C:19]=23)[CH2:14]1.CC(=O)C.[BH-](OC(C)=O)(OC(C)=O)OC(C)=O.[Na+].C([O-])([O-])=O.[Na+].[Na+]. The catalyst is C(Cl)Cl.CN(C=O)C. The product is [ClH:10].[Br:24][C:23]1[C:18]([N:15]2[CH2:16][CH2:17][C@@H:13]([CH2:12][NH:11][CH:4]([CH3:6])[CH3:5])[CH2:14]2)=[C:19]2[C:27]([NH:28][C:29](=[O:36])[C:30]3[CH:35]=[CH:34][CH:33]=[N:32][CH:31]=3)=[CH:26][NH:25][C:20]2=[N:21][CH:22]=1. The yield is 0.530.